From a dataset of Forward reaction prediction with 1.9M reactions from USPTO patents (1976-2016). Predict the product of the given reaction. (1) Given the reactants [CH2:1]([O:3][C:4]1[CH:5]=[C:6]([C:10]([CH3:14])([CH3:13])[C:11]#[N:12])[CH:7]=[CH:8][CH:9]=1)[CH3:2].[I:15]Cl, predict the reaction product. The product is: [CH2:1]([O:3][C:4]1[CH:5]=[C:6]([C:10]([CH3:13])([CH3:14])[C:11]#[N:12])[CH:7]=[CH:8][C:9]=1[I:15])[CH3:2]. (2) Given the reactants [CH3:1][O:2][C:3]1[N:8]=[C:7]([C:9](OC)=[O:10])[CH:6]=[CH:5][CH:4]=1.[H-].[H-].[H-].[H-].[Li+].[Al+3].O.O.O.O.O.O.O.O.O.O.S([O-])([O-])(=O)=O.[Na+].[Na+], predict the reaction product. The product is: [CH3:1][O:2][C:3]1[N:8]=[C:7]([CH2:9][OH:10])[CH:6]=[CH:5][CH:4]=1. (3) Given the reactants [CH3:1][S:2]([NH:5][CH2:6][C:7]1[C:15]2[S:14](=[O:17])(=[O:16])[N:13]=[C:12]([CH2:18][C:19]([OH:21])=O)[NH:11][C:10]=2[S:9][CH:8]=1)(=[O:4])=[O:3].F[P-](F)(F)(F)(F)F.N1([O:38][C:39](N(C)C)=[N+](C)C)C2N=CC=CC=2N=N1.CN1CCOCC1.C(OC(=O)[CH2:57][CH:58]([NH:63][CH2:64][C:65]1[CH:70]=[CH:69][C:68]([F:71])=[CH:67][CH:66]=1)[CH2:59][CH:60]([CH3:62])[CH3:61])C.[O-]CC.[Na+].C(O)C, predict the reaction product. The product is: [F:71][C:68]1[CH:67]=[CH:66][C:65]([CH2:64][N:63]2[CH:58]([CH2:59][CH:60]([CH3:61])[CH3:62])[CH2:57][C:19]([OH:21])=[C:18]([C:12]3[NH:11][C:10]4[S:9][CH:8]=[C:7]([CH2:6][NH:5][S:2]([CH3:1])(=[O:3])=[O:4])[C:15]=4[S:14](=[O:16])(=[O:17])[N:13]=3)[C:39]2=[O:38])=[CH:70][CH:69]=1. (4) The product is: [O:16]1[CH2:17][CH2:18][O:19][C:14]2[CH:13]=[C:12]([NH:10][C:11]3[N:4]4[C:3]([O:2][CH3:1])=[CH:8][CH:7]=[N:6][C:5]4=[N:9][C:30]=3[C:29]3[C:28]([CH3:35])=[CH:27][C:26]([O:25][CH2:24][CH2:23][F:22])=[CH:33][C:32]=3[CH3:34])[CH:21]=[CH:20][C:15]1=2. Given the reactants [CH3:1][O:2][C:3]1[CH:8]=[CH:7][N:6]=[C:5]([NH2:9])[N:4]=1.[N+:10]([C:12]1[CH:21]=[CH:20][C:15]2[O:16][CH2:17][CH2:18][O:19][C:14]=2[CH:13]=1)#[C-:11].[F:22][CH2:23][CH2:24][O:25][C:26]1[CH:33]=[C:32]([CH3:34])[C:29]([CH:30]=O)=[C:28]([CH3:35])[CH:27]=1.[Cl-].[In+3].[Cl-].[Cl-], predict the reaction product. (5) Given the reactants [NH2:1][C:2]1[C:3]([C:9]([O:11][CH2:12][CH3:13])=[O:10])=[N:4][C:5]([Br:8])=[CH:6][CH:7]=1.[CH3:14][C:15](OC(C)=O)=[O:16], predict the reaction product. The product is: [C:15]([NH:1][C:2]1[C:3]([C:9]([O:11][CH2:12][CH3:13])=[O:10])=[N:4][C:5]([Br:8])=[CH:6][CH:7]=1)(=[O:16])[CH3:14]. (6) Given the reactants [O:1]([C:8]1[CH:9]=[C:10]([CH2:14][OH:15])[CH:11]=[N:12][CH:13]=1)[C:2]1[CH:7]=[CH:6][CH:5]=[CH:4][CH:3]=1, predict the reaction product. The product is: [O:1]([C:8]1[CH:9]=[C:10]([CH:14]=[O:15])[CH:11]=[N:12][CH:13]=1)[C:2]1[CH:3]=[CH:4][CH:5]=[CH:6][CH:7]=1. (7) Given the reactants [H-].[Na+].[O:3]=[C:4]([CH2:11][CH2:12][CH3:13])[CH2:5][C:6]([O:8][CH2:9][CH3:10])=[O:7].Br[CH2:15][C:16]1[CH:21]=[CH:20][C:19]([C:22]2[C:23]([C:28]#[N:29])=[CH:24][CH:25]=[CH:26][CH:27]=2)=[CH:18][C:17]=1[F:30].Cl, predict the reaction product. The product is: [C:28]([C:23]1[CH:24]=[CH:25][CH:26]=[CH:27][C:22]=1[C:19]1[CH:20]=[CH:21][C:16]([CH2:15][CH:5]([C:4](=[O:3])[CH2:11][CH2:12][CH3:13])[C:6]([O:8][CH2:9][CH3:10])=[O:7])=[C:17]([F:30])[CH:18]=1)#[N:29].